The task is: Predict the reaction yield, written as a fraction of the theoretical maximum amount of product (1.0 means a 100% yield; for example, 0.34 means a 34% yield).. This data is from Reaction yield outcomes from USPTO patents with 853,638 reactions. The reactants are [NH2:1][C:2]1[S:3][CH:4]=[CH:5][N:6]=1.[C:7](N1C=CN=C1)(N1C=CN=C1)=[O:8].[CH:19]([NH:22][C:23]1[CH:28]=[CH:27][CH:26]=[CH:25][C:24]=1[O:29][C:30]1[CH:35]=[CH:34][CH:33]=[CH:32][CH:31]=1)([CH3:21])[CH3:20]. The catalyst is ClC(Cl)C. The product is [CH:19]([N:22]([C:23]1[CH:28]=[CH:27][CH:26]=[CH:25][C:24]=1[O:29][C:30]1[CH:35]=[CH:34][CH:33]=[CH:32][CH:31]=1)[C:7]([NH:1][C:2]1[S:3][CH:4]=[CH:5][N:6]=1)=[O:8])([CH3:21])[CH3:20]. The yield is 0.790.